Predict the reaction yield, written as a fraction of the theoretical maximum amount of product (1.0 means a 100% yield; for example, 0.34 means a 34% yield). From a dataset of Reaction yield outcomes from USPTO patents with 853,638 reactions. (1) The reactants are [Li][CH3:2].[CH3:3][C:4]1([CH3:21])[CH2:9][CH2:8][CH2:7][CH:6]([CH:10]([O:12][C:13]([CH3:20])([CH3:19])[CH:14]=[CH:15][C:16]([OH:18])=O)[CH3:11])[CH2:5]1. The catalyst is CCOCC. The product is [CH3:21][C:4]1([CH3:3])[CH2:9][CH2:8][CH2:7][CH:6]([CH:10]([O:12][C:13]([CH3:20])([CH3:19])[CH:14]=[CH:15][C:16](=[O:18])[CH3:2])[CH3:11])[CH2:5]1. The yield is 0.530. (2) The reactants are [CH3:1][N:2]1[C:6]([C:7]2[CH:8]=[C:9]([NH2:21])[CH:10]=[CH:11][C:12]=2[O:13][CH2:14][CH2:15][N:16]2[CH2:20][CH2:19][CH2:18][CH2:17]2)=[CH:5][CH:4]=[N:3]1.[Cl:22][C:23]1[CH:33]=[CH:32][C:26]([CH:27]([OH:31])[C:28](O)=[O:29])=[CH:25][CH:24]=1.CN(C(ON1N=NC2C=CC=NC1=2)=[N+](C)C)C.F[P-](F)(F)(F)(F)F.C(N(CC)CC)C. The catalyst is CN(C=O)C. The product is [Cl:22][C:23]1[CH:24]=[CH:25][C:26]([CH:27]([OH:31])[C:28]([NH:21][C:9]2[CH:10]=[CH:11][C:12]([O:13][CH2:14][CH2:15][N:16]3[CH2:20][CH2:19][CH2:18][CH2:17]3)=[C:7]([C:6]3[N:2]([CH3:1])[N:3]=[CH:4][CH:5]=3)[CH:8]=2)=[O:29])=[CH:32][CH:33]=1. The yield is 0.150. (3) The reactants are C(O)(C(F)(F)F)=O.CC[C:10]1([C:18]2[CH:23]=[CH:22]C(N)=CC=2)[C:16](=O)[NH:15][C:13](=O)[CH2:12][CH2:11]1.[OH-]. The catalyst is CO. The product is [CH3:22][CH:23]1[CH2:11][C@@H:12]2[CH2:13][NH:15][CH2:16][C@@H:10]2[CH2:18]1. The yield is 0.550. (4) The reactants are [C:1]([O:5][C:6]([NH:8][C:9]1[CH:10]=[C:11]([C:15]#[C:16][C:17]2[CH:18]=[C:19]([CH:24]=[C:25]([N+:27]([O-])=O)[CH:26]=2)[C:20]([O:22][CH3:23])=[O:21])[CH:12]=[CH:13][CH:14]=1)=[O:7])([CH3:4])([CH3:3])[CH3:2]. The catalyst is CO.[Pd]. The product is [NH2:27][C:25]1[CH:24]=[C:19]([CH:18]=[C:17]([CH2:16][CH2:15][C:11]2[CH:12]=[CH:13][CH:14]=[C:9]([NH:8][C:6]([O:5][C:1]([CH3:4])([CH3:3])[CH3:2])=[O:7])[CH:10]=2)[CH:26]=1)[C:20]([O:22][CH3:23])=[O:21]. The yield is 0.980. (5) The reactants are C([Mg]Br)C.[Cl-].C([C:28]1[CH:27]=[CH:26][CH:25]=C(C(C)C)[C:23]=1[NH+:20]1CC[N:20]([C:23]2[C:28](C(C)C)=[CH:27][CH:26]=[CH:25]C=2C(C)C)C1)(C)C.C1(P(C2C=CC=CC=2)C2C=CC=CC=2)C=CC=CC=1.[C:54]1([CH3:64])[CH:59]=[C:58]([CH3:60])[CH:57]=[C:56]([CH3:61])[C:55]=1[Mg]Br.BrC1C=CC=CN=1.C(C(C(C([O-])=O)O)O)([O-])=O.[K+].[Na+]. The catalyst is C1COCC1. The product is [CH3:64][C:54]1[CH:59]=[C:58]([CH3:60])[CH:57]=[C:56]([CH3:61])[C:55]=1[C:25]1[CH:26]=[CH:27][CH:28]=[CH:23][N:20]=1. The yield is 0.900. (6) The reactants are [CH3:1][C:2]1[C:3](=[O:16])[NH:4][C:5](=[O:15])[N:6]([C:8]([O:10][C:11]([CH3:14])([CH3:13])[CH3:12])=[O:9])[CH:7]=1.C(=O)([O-])[O-].[Cs+].[Cs+].Br[CH2:24][CH:25]1[CH2:27][CH2:26]1. The catalyst is CC#N.CCOC(C)=O. The product is [CH:25]1([CH2:24][N:4]2[C:3](=[O:16])[C:2]([CH3:1])=[CH:7][N:6]([C:8]([O:10][C:11]([CH3:12])([CH3:14])[CH3:13])=[O:9])[C:5]2=[O:15])[CH2:27][CH2:26]1. The yield is 0.720. (7) The reactants are O[Li].[OH2:3].[OH2:4].C(OC(C1([CH:17]([C:29]2([C:34]([O:36]CCCC)=[O:35])[CH2:33][CH2:32][CH2:31][CH2:30]2)[CH2:18][CH2:19][CH2:20][CH2:21][C:22](=[O:28])[CH2:23][CH2:24][CH2:25][CH2:26][CH3:27])CCCC1)=O)CCC. The catalyst is CCO. The product is [C:17]([C:29]1([CH2:27][CH2:26][CH2:25][CH2:24][CH2:23][C:22](=[O:28])[CH2:21][CH2:20][CH2:19][CH2:18][CH2:17][C:29]2([C:34]([OH:36])=[O:35])[CH2:30][CH2:31][CH2:32][CH2:33]2)[CH2:33][CH2:32][CH2:31][CH2:30]1)([OH:4])=[O:3]. The yield is 0.830. (8) The reactants are F[C:2]1[CH:7]=[CH:6][C:5]([CH3:8])=[CH:4][C:3]=1[N+:9]([O-:11])=[O:10].[C:12]([NH:19][CH:20]1[CH2:25][CH2:24][NH:23][CH2:22][CH2:21]1)([O:14][C:15]([CH3:18])([CH3:17])[CH3:16])=[O:13]. No catalyst specified. The product is [CH3:8][C:5]1[CH:6]=[CH:7][C:2]([N:23]2[CH2:22][CH2:21][CH:20]([NH:19][C:12](=[O:13])[O:14][C:15]([CH3:17])([CH3:16])[CH3:18])[CH2:25][CH2:24]2)=[C:3]([N+:9]([O-:11])=[O:10])[CH:4]=1. The yield is 0.870. (9) The reactants are [Cl-].O[NH3+:3].[C:4](=[O:7])([O-])[OH:5].[Na+].CS(C)=O.[O:13]=[C:14]1[C:19]([CH2:20][C:21]2[CH:26]=[CH:25][C:24]([C:27]3[C:28]([C:33]#[N:34])=[CH:29][CH:30]=[CH:31][CH:32]=3)=[CH:23][CH:22]=2)=[C:18]([CH2:35][CH2:36][CH3:37])[N:17]2[N:38]=[CH:39][N:40]=[C:16]2[N:15]1[CH:41]1[CH2:46][CH2:45][CH:44]([O:47][CH2:48][CH:49]=[CH2:50])[CH2:43][CH2:42]1. The catalyst is C(OCC)(=O)C. The product is [O:7]=[C:4]1[O:5][N:3]=[C:33]([C:28]2[CH:29]=[CH:30][CH:31]=[CH:32][C:27]=2[C:24]2[CH:23]=[CH:22][C:21]([CH2:20][C:19]3[C:14](=[O:13])[N:15]([CH:41]4[CH2:42][CH2:43][CH:44]([O:47][CH2:48][CH:49]=[CH2:50])[CH2:45][CH2:46]4)[C:16]4[N:17]([N:38]=[CH:39][N:40]=4)[C:18]=3[CH2:35][CH2:36][CH3:37])=[CH:26][CH:25]=2)[NH:34]1. The yield is 0.560. (10) The reactants are [CH2:1]([O:3][C:4]([C:6]1[O:7][C:8]2[C:13]([C:14](=[O:16])[CH:15]=1)=[CH:12][C:11]([O:17][CH3:18])=[CH:10][C:9]=2Br)=[O:5])[CH3:2].[CH2:20]([N:22]1[CH2:27][CH2:26][NH:25][CH2:24][CH2:23]1)[CH3:21]. No catalyst specified. The product is [CH2:1]([O:3][C:4]([C:6]1[O:7][C:8]2[C:13]([C:14](=[O:16])[CH:15]=1)=[CH:12][C:11]([O:17][CH3:18])=[CH:10][C:9]=2[N:25]1[CH2:26][CH2:27][N:22]([CH2:20][CH3:21])[CH2:23][CH2:24]1)=[O:5])[CH3:2]. The yield is 0.350.